Dataset: Full USPTO retrosynthesis dataset with 1.9M reactions from patents (1976-2016). Task: Predict the reactants needed to synthesize the given product. Given the product [CH2:18]([O:20][C:21]1[CH:22]=[C:23]([CH:26]=[C:27]([O:30][CH2:31][CH3:32])[C:28]=1[F:29])[CH2:24][N:15]1[CH2:16][CH2:17][CH:12]([NH:11][C:9]2[O:8][C:7]3[C:2]([CH3:1])=[N:3][CH:4]=[CH:5][C:6]=3[N:10]=2)[CH2:13][CH2:14]1)[CH3:19], predict the reactants needed to synthesize it. The reactants are: [CH3:1][C:2]1[C:7]2[O:8][C:9]([NH:11][CH:12]3[CH2:17][CH2:16][NH:15][CH2:14][CH2:13]3)=[N:10][C:6]=2[CH:5]=[CH:4][N:3]=1.[CH2:18]([O:20][C:21]1[CH:22]=[C:23]([CH:26]=[C:27]([O:30][CH2:31][CH3:32])[C:28]=1[F:29])[CH:24]=O)[CH3:19].C([BH3-])#N.[Na+].C(N(C(C)C)C(C)C)C.